Predict the product of the given reaction. From a dataset of Forward reaction prediction with 1.9M reactions from USPTO patents (1976-2016). (1) Given the reactants [CH2:1]([O:8][C:9]1[C:10]([O:18][CH3:19])=[CH:11][C:12]([Cl:17])=[C:13]([CH:16]=1)[CH:14]=O)[C:2]1[CH:7]=[CH:6][CH:5]=[CH:4][CH:3]=1.C(O)(=O)[CH2:21][C:22]([OH:24])=[O:23].N1CCCCC1.Cl, predict the reaction product. The product is: [CH2:1]([O:8][C:9]1[C:10]([O:18][CH3:19])=[CH:11][C:12]([Cl:17])=[C:13](/[CH:14]=[CH:21]/[C:22]([OH:24])=[O:23])[CH:16]=1)[C:2]1[CH:7]=[CH:6][CH:5]=[CH:4][CH:3]=1. (2) Given the reactants [CH2:1]([O:3][C:4]([C:6]1[CH:7]=[N:8][N:9]2[C:14]([OH:15])=[C:13]([C:16]([OH:18])=O)[CH:12]=[N:11][C:10]=12)=[O:5])[CH3:2].Cl.[F:20][C:21]1[CH:22]=[CH:23][C:24]2[O:34][CH2:33][C:27]3([CH2:32][CH2:31][NH:30][CH2:29][CH2:28]3)[C:25]=2[CH:26]=1, predict the reaction product. The product is: [CH2:1]([O:3][C:4]([C:6]1[CH:7]=[N:8][N:9]2[C:14]([OH:15])=[C:13]([C:16]([N:30]3[CH2:31][CH2:32][C:27]4([C:25]5[CH:26]=[C:21]([F:20])[CH:22]=[CH:23][C:24]=5[O:34][CH2:33]4)[CH2:28][CH2:29]3)=[O:18])[CH:12]=[N:11][C:10]=12)=[O:5])[CH3:2]. (3) Given the reactants S(O)(O)(=O)=O.[NH2:6][C:7]1[CH:8]=[C:9]([B:13]([OH:15])[OH:14])[CH:10]=[CH:11][CH:12]=1.[NH2:6][C:7]1[CH:8]=[C:9]([B:13]([OH:15])[OH:14])[CH:10]=[CH:11][CH:12]=1.[CH2:26]([O:28][CH2:29][C:30](O)=[O:31])[CH3:27].ON1C2C=CC=CC=2N=N1.O, predict the reaction product. The product is: [CH2:26]([O:28][CH2:29][C:30]([NH:6][C:7]1[CH:8]=[C:9]([B:13]([OH:15])[OH:14])[CH:10]=[CH:11][CH:12]=1)=[O:31])[CH3:27]. (4) The product is: [CH2:21]([O:25][CH2:26][CH2:27][O:28][C:29]1[CH:30]=[CH:31][C:32]([C:2]2[CH:3]=[CH:4][C:5]([N:15]([CH2:17][CH:18]([CH3:20])[CH3:19])[CH3:16])=[C:6](/[CH:8]=[CH:9]/[C:10]([O:12][CH2:13][CH3:14])=[O:11])[CH:7]=2)=[CH:33][CH:34]=1)[CH2:22][CH2:23][CH3:24]. Given the reactants Br[C:2]1[CH:3]=[CH:4][C:5]([N:15]([CH2:17][CH:18]([CH3:20])[CH3:19])[CH3:16])=[C:6](/[CH:8]=[CH:9]/[C:10]([O:12][CH2:13][CH3:14])=[O:11])[CH:7]=1.[CH2:21]([O:25][CH2:26][CH2:27][O:28][C:29]1[CH:34]=[CH:33][C:32](OB(O)O)=[CH:31][CH:30]=1)[CH2:22][CH2:23][CH3:24].C(=O)([O-])[O-].[K+].[K+], predict the reaction product. (5) Given the reactants Cl.[CH:2]1([CH2:5][O:6][C:7]2[CH:12]=[C:11]([O:13][CH3:14])[CH:10]=[CH:9][C:8]=2[C:15]2[C:16]3[NH:23][C:22]([CH3:24])=[C:21]([C:25]([NH:27][CH:28]4[CH2:33][CH2:32][NH:31][CH2:30][CH2:29]4)=[O:26])[C:17]=3[N:18]=[CH:19][N:20]=2)[CH2:4][CH2:3]1.[C:34](Cl)(=[O:37])[CH2:35][CH3:36], predict the reaction product. The product is: [CH:2]1([CH2:5][O:6][C:7]2[CH:12]=[C:11]([O:13][CH3:14])[CH:10]=[CH:9][C:8]=2[C:15]2[C:16]3[NH:23][C:22]([CH3:24])=[C:21]([C:25]([NH:27][CH:28]4[CH2:29][CH2:30][N:31]([C:34](=[O:37])[CH2:35][CH3:36])[CH2:32][CH2:33]4)=[O:26])[C:17]=3[N:18]=[CH:19][N:20]=2)[CH2:4][CH2:3]1. (6) The product is: [NH2:1][C:2]1[CH:7]=[CH:6][C:5]([C:8]2[N:9]([CH:20]3[CH2:21][CH2:22][CH2:23]3)[C:10]3[C:15]([C:16]=2[C:17]#[N:18])=[CH:14][CH:13]=[C:12]([O:19][CH2:38][CH2:37][O:36][CH3:35])[CH:11]=3)=[CH:4][CH:3]=1. Given the reactants [NH2:1][C:2]1[CH:7]=[CH:6][C:5]([C:8]2[N:9]([CH:20]3[CH2:23][CH2:22][CH2:21]3)[C:10]3[C:15]([C:16]=2[C:17]#[N:18])=[CH:14][CH:13]=[C:12]([OH:19])[CH:11]=3)=[CH:4][CH:3]=1.C([O-])([O-])=O.[K+].[K+].C(C(C)=O)C.[CH3:35][O:36][CH2:37][CH2:38]Br, predict the reaction product. (7) Given the reactants [N:1]12[CH2:8][CH2:7][CH:4]([CH2:5][CH2:6]1)[C@@H:3]([O:9][C:10]([C:12]1([C:19]3[CH:24]=[CH:23][CH:22]=[CH:21][CH:20]=3)[CH2:18][CH2:17][CH2:16][CH2:15][CH2:14][CH2:13]1)=[O:11])[CH2:2]2.[Cl:25][CH2:26][C:27]([NH:29][C:30]1[CH:35]=[C:34]([CH3:36])[CH:33]=[CH:32][N:31]=1)=[O:28], predict the reaction product. The product is: [Cl-:25].[CH3:36][C:34]1[CH:33]=[CH:32][N:31]=[C:30]([NH:29][C:27]([CH2:26][N+:1]23[CH2:8][CH2:7][CH:4]([CH2:5][CH2:6]2)[C@@H:3]([O:9][C:10]([C:12]2([C:19]4[CH:20]=[CH:21][CH:22]=[CH:23][CH:24]=4)[CH2:18][CH2:17][CH2:16][CH2:15][CH2:14][CH2:13]2)=[O:11])[CH2:2]3)=[O:28])[CH:35]=1. (8) Given the reactants [CH3:1][N:2]1[C:10]2[C:5](=[CH:6][CH:7]=[C:8]([S:11]([O:14]C3C(F)=C(F)C(F)=C(F)C=3F)(=O)=[O:12])[CH:9]=2)[C:4]([C:26]2[CH:31]=[CH:30][C:29]([C:32]([F:35])([F:34])[F:33])=[CH:28][C:27]=2[C:36]2[N:40]([CH3:41])[N:39]=[CH:38][CH:37]=2)=[CH:3]1.[CH3:42][C:43]1[S:47][C:46]([NH2:48])=[N:45][C:44]=1[C:49]([F:52])([F:51])[F:50].C[Si]([N-][Si](C)(C)C)(C)C.[Li+], predict the reaction product. The product is: [CH3:1][N:2]1[C:10]2[C:5](=[CH:6][CH:7]=[C:8]([S:11]([NH:48][C:46]3[S:47][C:43]([CH3:42])=[C:44]([C:49]([F:52])([F:50])[F:51])[N:45]=3)(=[O:12])=[O:14])[CH:9]=2)[C:4]([C:26]2[CH:31]=[CH:30][C:29]([C:32]([F:33])([F:35])[F:34])=[CH:28][C:27]=2[C:36]2[N:40]([CH3:41])[N:39]=[CH:38][CH:37]=2)=[CH:3]1. (9) Given the reactants [Cl:1][C:2]1[C:3]([CH2:24][NH:25][C@H:26]([CH2:35][C:36]#[N:37])[C:27]([NH:29][CH:30]2[CH2:34][CH2:33][CH2:32][CH2:31]2)=[O:28])=[C:4]2[C:10]([C:11]([OH:13])=O)=[CH:9][N:8]([S:14]([C:17]3[CH:23]=[CH:22][C:20]([CH3:21])=[CH:19][CH:18]=3)(=[O:16])=[O:15])[C:5]2=[N:6][CH:7]=1.CN(C(ON1N=NC2C=CC=NC1=2)=[N+](C)C)C.F[P-](F)(F)(F)(F)F.CN1CCOCC1, predict the reaction product. The product is: [Cl:1][C:2]1[C:3]2[CH2:24][N:25]([C@H:26]([CH2:35][C:36]#[N:37])[C:27]([NH:29][CH:30]3[CH2:31][CH2:32][CH2:33][CH2:34]3)=[O:28])[C:11](=[O:13])[C:10]3=[CH:9][N:8]([S:14]([C:17]4[CH:23]=[CH:22][C:20]([CH3:21])=[CH:19][CH:18]=4)(=[O:16])=[O:15])[C:5]([C:4]=23)=[N:6][CH:7]=1.